Dataset: Peptide-MHC class I binding affinity with 185,985 pairs from IEDB/IMGT. Task: Regression. Given a peptide amino acid sequence and an MHC pseudo amino acid sequence, predict their binding affinity value. This is MHC class I binding data. (1) The binding affinity (normalized) is 0.804. The MHC is HLA-B15:01 with pseudo-sequence HLA-B15:01. The peptide sequence is LIHQVFGTAY. (2) The peptide sequence is KTFSAHNLF. The MHC is HLA-B35:01 with pseudo-sequence HLA-B35:01. The binding affinity (normalized) is 0.340. (3) The peptide sequence is NPLEIYQEI. The MHC is HLA-B51:01 with pseudo-sequence HLA-B51:01. The binding affinity (normalized) is 0.549. (4) The peptide sequence is FFENRSETWPI. The MHC is HLA-A30:02 with pseudo-sequence HLA-A30:02. The binding affinity (normalized) is 0. (5) The peptide sequence is GHFPLQHAL. The MHC is HLA-A02:01 with pseudo-sequence HLA-A02:01. The binding affinity (normalized) is 0.0847.